Regression. Given two drug SMILES strings and cell line genomic features, predict the synergy score measuring deviation from expected non-interaction effect. From a dataset of NCI-60 drug combinations with 297,098 pairs across 59 cell lines. Drug 1: C1CCC(C1)C(CC#N)N2C=C(C=N2)C3=C4C=CNC4=NC=N3. Drug 2: CC1=C(N=C(N=C1N)C(CC(=O)N)NCC(C(=O)N)N)C(=O)NC(C(C2=CN=CN2)OC3C(C(C(C(O3)CO)O)O)OC4C(C(C(C(O4)CO)O)OC(=O)N)O)C(=O)NC(C)C(C(C)C(=O)NC(C(C)O)C(=O)NCCC5=NC(=CS5)C6=NC(=CS6)C(=O)NCCC[S+](C)C)O. Cell line: SK-MEL-5. Synergy scores: CSS=-14.7, Synergy_ZIP=5.49, Synergy_Bliss=-6.63, Synergy_Loewe=-29.0, Synergy_HSA=-23.8.